Dataset: Full USPTO retrosynthesis dataset with 1.9M reactions from patents (1976-2016). Task: Predict the reactants needed to synthesize the given product. (1) Given the product [Br:13][C:10]1[CH:11]=[CH:12][C:7]([C:16](=[O:17])[CH:15]([F:21])[F:14])=[CH:8][CH:9]=1, predict the reactants needed to synthesize it. The reactants are: C([Li])CCC.Br[C:7]1[CH:12]=[CH:11][C:10]([Br:13])=[CH:9][CH:8]=1.[F:14][C:15](F)([F:21])[C:16](OCC)=[O:17]. (2) Given the product [CH3:1][C:2]1([CH3:24])[CH2:7][CH2:6][C:5]([C:8]2[CH:13]=[C:12]([C:14]3[NH:18][N:17]=[N:16][N:15]=3)[CH:11]=[CH:10][C:9]=2[NH:23][C:41]([C:30]2[N:31]([CH2:33][O:34][CH2:35][CH2:36][Si:37]([CH3:40])([CH3:39])[CH3:38])[CH:32]=[C:28]([C:26]#[N:27])[N:29]=2)=[O:42])=[CH:4][CH2:3]1, predict the reactants needed to synthesize it. The reactants are: [CH3:1][C:2]1([CH3:24])[CH2:7][CH2:6][C:5]([C:8]2[CH:13]=[C:12]([C:14]3[N:18]([Sn](C)(C)C)[N:17]=[N:16][N:15]=3)[CH:11]=[CH:10][C:9]=2[NH2:23])=[CH:4][CH2:3]1.[K+].[C:26]([C:28]1[N:29]=[C:30]([C:41]([O-])=[O:42])[N:31]([CH2:33][O:34][CH2:35][CH2:36][Si:37]([CH3:40])([CH3:39])[CH3:38])[CH:32]=1)#[N:27].C1CN([P+](Br)(N2CCCC2)N2CCCC2)CC1.F[P-](F)(F)(F)(F)F.CCN(C(C)C)C(C)C.